The task is: Predict the product of the given reaction.. This data is from Forward reaction prediction with 1.9M reactions from USPTO patents (1976-2016). (1) Given the reactants [C:1]([C:5]1[CH:6]=[C:7]2[C:12](=[CH:13][CH:14]=1)[C:11](=[O:15])[N:10]([C:16]1[CH:26]=[CH:25][CH:24]=[C:23](B3OC(C)(C)C(C)(C)O3)[C:17]=1[CH2:18][O:19][C:20](=[O:22])[CH3:21])[N:9]=[CH:8]2)([CH3:4])([CH3:3])[CH3:2].[CH3:36][O:37][C:38]([C:40]1[N:41]([CH3:46])[C:42](Br)=[CH:43][CH:44]=1)=[O:39].C([O-])([O-])=O.[K+].[K+], predict the reaction product. The product is: [CH3:36][O:37][C:38]([C:40]1[N:41]([CH3:46])[C:42]([C:23]2[CH:24]=[CH:25][CH:26]=[C:16]([N:10]3[N:9]=[CH:8][C:7]4[C:12](=[CH:13][CH:14]=[C:5]([C:1]([CH3:3])([CH3:4])[CH3:2])[CH:6]=4)[C:11]3=[O:15])[C:17]=2[CH2:18][O:19][C:20](=[O:22])[CH3:21])=[CH:43][CH:44]=1)=[O:39]. (2) Given the reactants [C:1]1([C:7]2[C:15]3[C:10](=[N:11][CH:12]=[C:13]([C:16]4[CH:21]=[CH:20][CH:19]=[CH:18][C:17]=4[O:22][CH3:23])[CH:14]=3)[N:9](S(C3C=CC=CC=3)(=O)=O)[CH:8]=2)[CH:6]=[CH:5][CH:4]=[CH:3][CH:2]=1.[OH-].[Na+], predict the reaction product. The product is: [C:1]1([C:7]2[C:15]3[C:10](=[N:11][CH:12]=[C:13]([C:16]4[CH:21]=[CH:20][CH:19]=[CH:18][C:17]=4[O:22][CH3:23])[CH:14]=3)[NH:9][CH:8]=2)[CH:2]=[CH:3][CH:4]=[CH:5][CH:6]=1. (3) Given the reactants [Br:1][C:2]1[CH:12]=[C:11](I)[CH:10]=[CH:9][C:3]=1[C:4]([O:6][CH2:7][CH3:8])=[O:5].[CH:14]([B-](F)(F)F)=[CH2:15].[K+].C([O-])([O-])=O.[Cs+].[Cs+].C1(P(C2C=CC=CC=2)C2C=CC=CC=2)C=CC=CC=1, predict the reaction product. The product is: [Br:1][C:2]1[CH:12]=[C:11]([CH:14]=[CH2:15])[CH:10]=[CH:9][C:3]=1[C:4]([O:6][CH2:7][CH3:8])=[O:5]. (4) Given the reactants [NH2:1][C:2]1[C:3]2[N:4]([N:17]=[C:18]([C:20]3[O:21][CH:22]=[CH:23][CH:24]=3)[N:19]=2)[CH:5]=[C:6]([C:8]#[C:9][C:10]2([OH:16])[CH2:15][CH2:14][NH:13][CH2:12][CH2:11]2)[N:7]=1.[F:25][C:26]1[CH:33]=[C:32]([F:34])[CH:31]=[C:30]([F:35])[C:27]=1[CH:28]=O.C(O[BH-](OC(=O)C)OC(=O)C)(=O)C.[Na+].C(O)(=O)C, predict the reaction product. The product is: [NH2:1][C:2]1[C:3]2[N:4]([N:17]=[C:18]([C:20]3[O:21][CH:22]=[CH:23][CH:24]=3)[N:19]=2)[CH:5]=[C:6]([C:8]#[C:9][C:10]2([OH:16])[CH2:11][CH2:12][N:13]([CH2:28][C:27]3[C:26]([F:25])=[CH:33][C:32]([F:34])=[CH:31][C:30]=3[F:35])[CH2:14][CH2:15]2)[N:7]=1. (5) Given the reactants [CH3:1][O:2][C:3]1[CH:46]=[CH:45][C:6]([CH2:7][N:8]2[C:16]3[C:11](=[CH:12][C:13](B4OC(C)(C)C(C)(C)O4)=[CH:14][CH:15]=3)[C:10]([C:26]3[N:27]=[N:28][N:29]([C:31]4[CH:36]=[CH:35][C:34]([C:37]([N:39]5[CH2:44][CH2:43][O:42][CH2:41][CH2:40]5)=[O:38])=[CH:33][CH:32]=4)[CH:30]=3)=[N:9]2)=[CH:5][CH:4]=1.[OH:47]O, predict the reaction product. The product is: [CH3:1][O:2][C:3]1[CH:4]=[CH:5][C:6]([CH2:7][N:8]2[C:16]3[C:11](=[CH:12][C:13]([OH:47])=[CH:14][CH:15]=3)[C:10]([C:26]3[N:27]=[N:28][N:29]([C:31]4[CH:36]=[CH:35][C:34]([C:37]([N:39]5[CH2:44][CH2:43][O:42][CH2:41][CH2:40]5)=[O:38])=[CH:33][CH:32]=4)[CH:30]=3)=[N:9]2)=[CH:45][CH:46]=1. (6) The product is: [C:29]([NH:33][S:34]([C:37]1[S:38][C:39]([C:2]2[CH:7]=[CH:6][CH:5]=[C:4]([C:8]3[N:9]=[C:10]([C:25]([F:28])([F:27])[F:26])[CH:11]=[C:12]([C:14]4[CH:19]=[CH:18][C:17]([C:20]([F:23])([F:22])[F:21])=[C:16]([CH3:24])[CH:15]=4)[N:13]=3)[CH:3]=2)=[CH:40][CH:41]=1)(=[O:35])=[O:36])([CH3:32])([CH3:30])[CH3:31]. Given the reactants Br[C:2]1[CH:3]=[C:4]([C:8]2[N:13]=[C:12]([C:14]3[CH:19]=[CH:18][C:17]([C:20]([F:23])([F:22])[F:21])=[C:16]([CH3:24])[CH:15]=3)[CH:11]=[C:10]([C:25]([F:28])([F:27])[F:26])[N:9]=2)[CH:5]=[CH:6][CH:7]=1.[C:29]([NH:33][S:34]([C:37]1[S:38][C:39](B2OC(C)(C)C(C)(C)O2)=[CH:40][CH:41]=1)(=[O:36])=[O:35])([CH3:32])([CH3:31])[CH3:30], predict the reaction product. (7) Given the reactants [C:1]1([NH2:13])[C:6](Cl)=[C:5](Cl)[N:4]=[C:3]([C:9]([OH:11])=[O:10])[C:2]=1Cl.[Li+].[OH-], predict the reaction product. The product is: [NH2:13][C:1]1[CH:6]=[CH:5][N:4]=[C:3]([C:9]([OH:11])=[O:10])[CH:2]=1.